Predict the reactants needed to synthesize the given product. From a dataset of Full USPTO retrosynthesis dataset with 1.9M reactions from patents (1976-2016). (1) Given the product [NH3:10].[Cl:7][C:8]1[C:17]2[C:12](=[CH:13][C:14]([S:18]([N:21]3[CH2:28][CH2:27][CH2:26][C@@H:22]3[C:23]([NH:36][CH2:35][CH2:33][OH:34])=[O:24])(=[O:19])=[O:20])=[CH:15][CH:16]=2)[C:11]([NH:29][C:30]([NH2:32])=[NH:31])=[N:10][CH:9]=1, predict the reactants needed to synthesize it. The reactants are: C(Cl)(=O)C(Cl)=O.[Cl:7][C:8]1[C:17]2[C:12](=[CH:13][C:14]([S:18]([N:21]3[CH2:28][CH2:27][CH2:26][C@@H:22]3[C:23](O)=[O:24])(=[O:20])=[O:19])=[CH:15][CH:16]=2)[C:11]([NH:29][C:30]([NH2:32])=[NH:31])=[N:10][CH:9]=1.[CH2:33]([CH2:35][NH2:36])[OH:34]. (2) Given the product [F:46][C:21]1[CH:20]=[CH:19][C:18]([NH:17][C:15]([C:11]2[O:10][C:9]([CH3:8])=[N:13][C:12]=2[CH3:14])=[O:16])=[CH:23][C:22]=1[C:24]1[N:25]=[C:26]2[N:31]=[CH:30][C:29]([CH:32]3[CH2:33][CH2:34][NH:35][CH2:36][CH2:37]3)=[CH:28][N:27]2[CH:45]=1, predict the reactants needed to synthesize it. The reactants are: C(O)(C(F)(F)F)=O.[CH3:8][C:9]1[O:10][C:11]([C:15]([NH:17][C:18]2[CH:19]=[CH:20][C:21]([F:46])=[C:22]([C:24]3[N:25]=[C:26]4[N:31]=[CH:30][C:29]([CH:32]5[CH2:37][CH2:36][N:35](C(OC(C)(C)C)=O)[CH2:34][CH2:33]5)=[CH:28][N:27]4[CH:45]=3)[CH:23]=2)=[O:16])=[C:12]([CH3:14])[N:13]=1. (3) Given the product [ClH:25].[NH:27]1[CH2:31][CH2:30][C@@H:29]([O:32]/[N:33]=[C:18]2/[C:19]([CH3:21])([CH3:20])[C@:2]34[O:1][C@H:3]3[CH2:4][C@@H:5]3[C@@H:14]([C@@:15]4([CH3:23])[CH2:16][CH2:17]/2)[CH2:13][CH2:12][C@@:10]2([CH3:11])[C@H:6]3[CH2:7][CH2:8][C@@H:9]2[OH:24])[CH2:28]1, predict the reactants needed to synthesize it. The reactants are: [O:1]1[C@H:3]2[CH2:4][C@@H:5]3[C@@H:14]([C@@:15]4([CH3:23])[CH2:16][CH2:17][C:18](=O)[C:19]([CH3:21])([CH3:20])[C@:2]124)[CH2:13][CH2:12][C@@:10]1([CH3:11])[C@H:6]3[CH2:7][CH2:8][C@@H:9]1[OH:24].[ClH:25].Cl.[NH:27]1[CH2:31][CH2:30][C@@H:29]([O:32][NH2:33])[CH2:28]1. (4) Given the product [CH2:11]([C:15]1[CH:20]=[CH:19][C:18]([S:21]([NH:2][C@H:3]2[CH2:9][CH2:8][CH2:7][CH2:6][NH:5][C:4]2=[O:10])(=[O:23])=[O:22])=[CH:17][CH:16]=1)[CH2:12][CH2:13][CH3:14], predict the reactants needed to synthesize it. The reactants are: Cl.[NH2:2][C@H:3]1[CH2:9][CH2:8][CH2:7][CH2:6][NH:5][C:4]1=[O:10].[CH2:11]([C:15]1[CH:20]=[CH:19][C:18]([S:21](Cl)(=[O:23])=[O:22])=[CH:17][CH:16]=1)[CH2:12][CH2:13][CH3:14].C(N(CC)CC)C. (5) Given the product [F:14][C:4]1[CH:3]=[C:2]([B:18]2[O:19][C:20]([CH3:22])([CH3:21])[C:16]([CH3:32])([CH3:15])[O:17]2)[CH:7]=[CH:6][C:5]=1[C:8]1[S:12][C:11]([NH2:13])=[N:10][N:9]=1, predict the reactants needed to synthesize it. The reactants are: Br[C:2]1[CH:7]=[CH:6][C:5]([C:8]2[S:12][C:11]([NH2:13])=[N:10][N:9]=2)=[C:4]([F:14])[CH:3]=1.[CH3:15][C:16]1([CH3:32])[C:20]([CH3:22])([CH3:21])[O:19][B:18]([B:18]2[O:19][C:20]([CH3:22])([CH3:21])[C:16]([CH3:32])([CH3:15])[O:17]2)[O:17]1.CC([O-])=O.[K+].C(Cl)Cl. (6) The reactants are: [CH3:1][N:2]1[CH:6]=[CH:5][CH:4]=[N:3]1.[Li]CCCC.[CH:12]([O:15][B:16]1[O:20][C:19](C)(C)[C:18]([CH3:24])([CH3:23])O1)(C)C. Given the product [CH3:24][C:18]1([CH3:23])[CH2:12][O:15][B:16]([C:6]2[N:2]([CH3:1])[N:3]=[CH:4][CH:5]=2)[O:20][CH2:19]1, predict the reactants needed to synthesize it. (7) Given the product [OH:85][C:74]1[CH:75]=[C:76]2[C:71](=[CH:72][CH:73]=1)[C:70]([C:67]1[C:63]([C:64]([OH:66])=[O:65])=[CH:62][C:61]([C:60]([OH:86])=[O:59])=[CH:69][CH:68]=1)=[C:83]1[C:78](=[CH:79][C:80](=[O:84])[CH:81]=[CH:82]1)[O:77]2, predict the reactants needed to synthesize it. The reactants are: C(OC1C=C(OCC2C=CC=CC=2)C(Cl)=CC=1C1C(C2C=CC(CN)=CC=2)=CN(COCC[Si](C)(C)C)N=1)C1C=CC=CC=1.C(N(CC)CC)C.O=C1CCC(=O)N1[O:59][C:60](=[O:86])[C:61]1[CH:69]=[CH:68][C:67]([C:70]2[C:71]3[C:76]([O:77][C:78]4[C:83]=2[CH:82]=[CH:81][C:80](=[O:84])[CH:79]=4)=[CH:75][C:74]([OH:85])=[CH:73][CH:72]=3)=[C:63]([C:64]([OH:66])=[O:65])[CH:62]=1. (8) Given the product [C:7]([C:6]1[N:1]=[C:2]([C:10]([OH:12])=[O:11])[CH:3]=[CH:4][CH:5]=1)(=[O:8])[NH2:20], predict the reactants needed to synthesize it. The reactants are: [N:1]1[C:6]([C:7]([O-])=[O:8])=[CH:5][CH:4]=[CH:3][C:2]=1[C:10]([O:12]CC1C=CC=CC=1)=[O:11].[NH3:20].